From a dataset of Full USPTO retrosynthesis dataset with 1.9M reactions from patents (1976-2016). Predict the reactants needed to synthesize the given product. (1) Given the product [S:21]1[C:25]([C:26]([C:2]2[CH:3]=[C:4]3[C:9](=[CH:10][CH:11]=2)[N:8]=[C:7]([O:12][CH3:13])[CH:6]=[C:5]3[C:14]2[CH:19]=[CH:18][CH:17]=[C:16]([Cl:20])[CH:15]=2)([C:28]2[N:29]([CH3:33])[CH:30]=[N:31][CH:32]=2)[OH:27])=[CH:24][C:23]2[CH:34]=[CH:35][CH:36]=[CH:37][C:22]1=2, predict the reactants needed to synthesize it. The reactants are: Br[C:2]1[CH:3]=[C:4]2[C:9](=[CH:10][CH:11]=1)[N:8]=[C:7]([O:12][CH3:13])[CH:6]=[C:5]2[C:14]1[CH:19]=[CH:18][CH:17]=[C:16]([Cl:20])[CH:15]=1.[S:21]1[C:25]([C:26]([C:28]2[N:29]([CH3:33])[CH:30]=[N:31][CH:32]=2)=[O:27])=[CH:24][C:23]2[CH:34]=[CH:35][CH:36]=[CH:37][C:22]1=2. (2) The reactants are: [Cl-].[NH4+].[C:3]([C:5]1[CH:6]=[C:7]([NH:11][C:12]2[C:21]3[C:16](=[CH:17][C:18]([O:25][CH3:26])=[C:19]([N+:22]([O-])=O)[CH:20]=3)[N:15]=[CH:14][N:13]=2)[CH:8]=[CH:9][CH:10]=1)#[CH:4]. Given the product [C:3]([C:5]1[CH:6]=[C:7]([NH:11][C:12]2[C:21]3[C:16](=[CH:17][C:18]([O:25][CH3:26])=[C:19]([NH2:22])[CH:20]=3)[N:15]=[CH:14][N:13]=2)[CH:8]=[CH:9][CH:10]=1)#[CH:4], predict the reactants needed to synthesize it. (3) Given the product [OH:22][C:21]1[N:20]([C:23]2[CH:31]=[CH:30][C:26]([C:27]([N:5]3[CH2:6][CH2:7][CH2:8][N:2]([CH3:1])[CH2:3][CH2:4]3)=[O:28])=[CH:25][N:24]=2)[N:19]=[CH:18][C:17]=1[C:14]1[CH:15]=[CH:16][C:11]([C:9]#[N:10])=[CH:12][C:13]=1[CH3:32], predict the reactants needed to synthesize it. The reactants are: [CH3:1][N:2]1[CH2:8][CH2:7][CH2:6][NH:5][CH2:4][CH2:3]1.[C:9]([C:11]1[CH:16]=[CH:15][C:14]([C:17]2[CH:18]=[N:19][N:20]([C:23]3[CH:31]=[CH:30][C:26]([C:27](O)=[O:28])=[CH:25][N:24]=3)[C:21]=2[OH:22])=[C:13]([CH3:32])[CH:12]=1)#[N:10].C(O)=O. (4) The reactants are: [F:1][C:2]1[CH:3]=[CH:4][C:5]2[N:9]=[C:8]([C@@H:10]([NH2:14])[CH2:11][O:12][CH3:13])[N:7]([C:15]3[CH:20]=[CH:19][CH:18]=[CH:17][N:16]=3)[C:6]=2[CH:21]=1.[NH2:22][C:23]1[C:28]([C:29]#[N:30])=[C:27](Cl)[N:26]=[CH:25][N:24]=1.CCN(C(C)C)C(C)C. Given the product [NH2:22][C:23]1[C:28]([C:29]#[N:30])=[C:27]([NH:14][C@H:10]([C:8]2[N:7]([C:15]3[CH:20]=[CH:19][CH:18]=[CH:17][N:16]=3)[C:6]3[CH:21]=[C:2]([F:1])[CH:3]=[CH:4][C:5]=3[N:9]=2)[CH2:11][O:12][CH3:13])[N:26]=[CH:25][N:24]=1, predict the reactants needed to synthesize it. (5) Given the product [F:22][C:19]1[CH:20]=[CH:21][C:16]2[O:15][CH2:14][C:13](=[O:23])[N:12]([CH2:11][C@H:10]([CH3:24])[CH2:9][OH:8])[C:17]=2[CH:18]=1, predict the reactants needed to synthesize it. The reactants are: [Si]([O:8][CH2:9][C@@H:10]([CH3:24])[CH2:11][N:12]1[C:17]2[CH:18]=[C:19]([F:22])[CH:20]=[CH:21][C:16]=2[O:15][CH2:14][C:13]1=[O:23])(C(C)(C)C)(C)C.O.[F-].C([N+](CCCC)(CCCC)CCCC)CCC. (6) The reactants are: [CH3:1][O:2][C:3]1[CH:4]=[C:5]([CH2:9][CH2:10][OH:11])[CH:6]=[CH:7][CH:8]=1.[H-].[Na+].C(N=[CH:19][C:20]1[CH:21]=[C:22]2[C:27](=[CH:28][CH:29]=1)[N:26]=[CH:25][CH:24]=[C:23]2Cl)CCC.CN(C=[O:35])C. Given the product [CH3:1][O:2][C:3]1[CH:4]=[C:5]([CH2:9][CH2:10][O:11][C:23]2[C:22]3[C:27](=[CH:28][CH:29]=[C:20]([CH:19]=[O:35])[CH:21]=3)[N:26]=[CH:25][CH:24]=2)[CH:6]=[CH:7][CH:8]=1, predict the reactants needed to synthesize it. (7) The reactants are: C(=O)([O-])[O-].[Na+].[Na+].[O:7]([C:14]1[CH:19]=[CH:18][C:17](B(O)O)=[CH:16][CH:15]=1)[C:8]1[CH:13]=[CH:12][CH:11]=[CH:10][CH:9]=1.Br[C:24]1[C:25]([NH2:31])=[N:26][CH:27]=[C:28]([CH3:30])[N:29]=1. Given the product [CH3:30][C:28]1[N:29]=[C:24]([C:17]2[CH:18]=[CH:19][C:14]([O:7][C:8]3[CH:13]=[CH:12][CH:11]=[CH:10][CH:9]=3)=[CH:15][CH:16]=2)[C:25]([NH2:31])=[N:26][CH:27]=1, predict the reactants needed to synthesize it.